From a dataset of Forward reaction prediction with 1.9M reactions from USPTO patents (1976-2016). Predict the product of the given reaction. (1) Given the reactants [CH3:1][C:2]1[N:25]([CH3:26])[C:5]2[CH:6]=[C:7]([C:22]([OH:24])=O)[C:8]3[CH2:9][CH2:10][C:11]4([NH:20][C:21]=3[C:4]=2[N:3]=1)[CH2:19][C:18]1[C:13](=[CH:14][CH:15]=[CH:16][CH:17]=1)[CH2:12]4.C[N:28](C(ON1N=NC2C=CC=CC1=2)=[N+](C)C)C.[B-](F)(F)(F)F.N, predict the reaction product. The product is: [CH3:1][C:2]1[N:25]([CH3:26])[C:5]2[CH:6]=[C:7]([C:22]([NH2:28])=[O:24])[C:8]3[CH2:9][CH2:10][C:11]4([NH:20][C:21]=3[C:4]=2[N:3]=1)[CH2:19][C:18]1[C:13](=[CH:14][CH:15]=[CH:16][CH:17]=1)[CH2:12]4. (2) The product is: [Br:1][C:2]1[C:11]([O:12][CH3:13])=[CH:10][C:5]([C:6]([OH:8])=[O:7])=[C:4]([F:14])[CH:3]=1. Given the reactants [Br:1][C:2]1[C:11]([O:12][CH3:13])=[CH:10][C:5]([C:6]([O:8]C)=[O:7])=[C:4]([F:14])[CH:3]=1.O[Li].O, predict the reaction product. (3) Given the reactants [ClH:1].[NH2:2][C@@H:3]1[CH2:5][C@H:4]1[C:6]1[CH:7]=[C:8]([C:12]([NH:14][CH:15]2[CH2:20][CH2:19][O:18][CH2:17][CH2:16]2)=[O:13])[S:9][C:10]=1[CH3:11].[CH2:21]1[CH2:25]O[CH2:23][CH2:22]1.C1(=O)CCC1.[BH4-].[Na+], predict the reaction product. The product is: [ClH:1].[CH:21]1([NH:2][C@@H:3]2[CH2:5][C@H:4]2[C:6]2[CH:7]=[C:8]([C:12]([NH:14][CH:15]3[CH2:20][CH2:19][O:18][CH2:17][CH2:16]3)=[O:13])[S:9][C:10]=2[CH3:11])[CH2:25][CH2:23][CH2:22]1. (4) Given the reactants [F:1][C:2]1[CH:28]=[CH:27][C:26]([F:29])=[CH:25][C:3]=1[CH2:4][N:5]1[C:10](=[O:11])[CH2:9][NH:8][C:7]2[N:12]=[CH:13][C:14]([C:16]3[CH:24]=[CH:23][C:19]([C:20](O)=[O:21])=[CH:18][CH:17]=3)=[CH:15][C:6]1=2.[N:30]1([CH:35]2[CH2:40][CH2:39][NH:38][CH2:37][CH2:36]2)[CH2:34][CH2:33][CH2:32][CH2:31]1, predict the reaction product. The product is: [F:1][C:2]1[CH:28]=[CH:27][C:26]([F:29])=[CH:25][C:3]=1[CH2:4][N:5]1[C:10](=[O:11])[CH2:9][NH:8][C:7]2[N:12]=[CH:13][C:14]([C:16]3[CH:17]=[CH:18][C:19]([C:20]([N:38]4[CH2:39][CH2:40][CH:35]([N:30]5[CH2:34][CH2:33][CH2:32][CH2:31]5)[CH2:36][CH2:37]4)=[O:21])=[CH:23][CH:24]=3)=[CH:15][C:6]1=2. (5) Given the reactants [CH:1]1([C:7]([C:12]2[CH:17]=[CH:16][CH:15]=[CH:14][CH:13]=2)([OH:11])[C:8]([OH:10])=[O:9])[CH2:6][CH2:5][CH2:4][CH2:3][CH2:2]1.Br[CH2:19][CH:20]1[CH2:25][CH2:24][N:23]([C:26]([O:28][C:29]([CH3:32])([CH3:31])[CH3:30])=[O:27])[CH2:22][CH2:21]1.C(=O)([O-])[O-].[K+].[K+], predict the reaction product. The product is: [CH:12]1([C:7]([OH:11])([C:1]2[CH:6]=[CH:5][CH:4]=[CH:3][CH:2]=2)[C:8]([O:10][CH2:19][CH:20]2[CH2:25][CH2:24][N:23]([C:26]([O:28][C:29]([CH3:30])([CH3:32])[CH3:31])=[O:27])[CH2:22][CH2:21]2)=[O:9])[CH2:17][CH2:16][CH2:15][CH2:14][CH2:13]1.